This data is from Peptide-MHC class II binding affinity with 134,281 pairs from IEDB. The task is: Regression. Given a peptide amino acid sequence and an MHC pseudo amino acid sequence, predict their binding affinity value. This is MHC class II binding data. (1) The peptide sequence is RIDTPDKLTGPFTVR. The MHC is HLA-DQA10101-DQB10501 with pseudo-sequence HLA-DQA10101-DQB10501. The binding affinity (normalized) is 0. (2) The peptide sequence is LVLDFCDDALIEGIT. The MHC is HLA-DPA10103-DPB10301 with pseudo-sequence HLA-DPA10103-DPB10301. The binding affinity (normalized) is 0.651. (3) The peptide sequence is AAATAGTTVYGAWAA. The MHC is HLA-DPA10103-DPB10401 with pseudo-sequence HLA-DPA10103-DPB10401. The binding affinity (normalized) is 0.0220. (4) The MHC is HLA-DQA10501-DQB10201 with pseudo-sequence HLA-DQA10501-DQB10201. The peptide sequence is AFIPDGDNLFPKV. The binding affinity (normalized) is 0.593. (5) The peptide sequence is EMILLTMKNKAWMVH. The MHC is DRB1_0401 with pseudo-sequence DRB1_0401. The binding affinity (normalized) is 0.821. (6) The peptide sequence is LLGQNTAAIAAIEAQ. The MHC is HLA-DQA10401-DQB10402 with pseudo-sequence HLA-DQA10401-DQB10402. The binding affinity (normalized) is 0.195. (7) The peptide sequence is VFGYRKPLDNIKDNV. The MHC is DRB4_0101 with pseudo-sequence DRB4_0103. The binding affinity (normalized) is 0.219.